This data is from Full USPTO retrosynthesis dataset with 1.9M reactions from patents (1976-2016). The task is: Predict the reactants needed to synthesize the given product. (1) Given the product [Cl:1][C:2]1[C:7]([NH:8][S:9]([C:12]2[CH:17]=[CH:16][C:15]([F:18])=[CH:14][CH:13]=2)(=[O:11])=[O:10])=[CH:6][C:5]([C:19]2[CH:28]=[C:27]3[C:26](=[CH:21][CH:20]=2)[N:25]=[CH:24][CH:23]=[C:22]3[C:38]2[C:33]([O:32][CH3:31])=[N:34][CH:35]=[CH:36][CH:37]=2)=[CH:4][N:3]=1, predict the reactants needed to synthesize it. The reactants are: [Cl:1][C:2]1[C:7]([NH:8][S:9]([C:12]2[CH:17]=[CH:16][C:15]([F:18])=[CH:14][CH:13]=2)(=[O:11])=[O:10])=[CH:6][C:5]([C:19]2[CH:20]=[C:21]3[C:26](=[CH:27][CH:28]=2)[N:25]=[CH:24][CH:23]=[C:22]3Cl)=[CH:4][N:3]=1.O.[CH3:31][O:32][C:33]1[C:38](B(O)O)=[CH:37][CH:36]=[CH:35][N:34]=1.C(=O)([O-])[O-].[Na+].[Na+]. (2) Given the product [NH:43]1[C:51]2=[N:50][CH:49]=[CH:48][CH:47]=[C:46]2[C:45]([CH:52]=[C:8]2[O:7][C:6]([NH:5][CH2:4][C:3]3[CH:16]=[CH:17][CH:18]=[CH:19][C:2]=3[F:1])=[C:10]([C:11]([O:13][CH3:14])=[O:12])[C:9]2=[O:15])=[CH:44]1, predict the reactants needed to synthesize it. The reactants are: [F:1][C:2]1[CH:19]=[CH:18][CH:17]=[CH:16][C:3]=1[CH2:4][NH:5][C:6]1[O:7][CH2:8][C:9](=[O:15])[C:10]=1[C:11]([O:13][CH3:14])=[O:12].C(OC)(=O)CC(OC)=O.ClCC(Cl)=O.FC1C=CC=CC=1CN.[NH:43]1[C:51]2[C:46](=[CH:47][CH:48]=[CH:49][N:50]=2)[C:45]([CH:52]=O)=[CH:44]1.N1CCC[C@H]1C(O)=O. (3) Given the product [CH:16]1([CH2:21][C:22]([NH:8][C:7]2[C:2]([CH3:1])=[N:3][C:4]([N:10]3[CH2:11][CH2:12][O:13][CH2:14][CH2:15]3)=[CH:5][C:6]=2[CH3:9])=[O:23])[CH2:20][CH2:19][CH2:18][CH2:17]1, predict the reactants needed to synthesize it. The reactants are: [CH3:1][C:2]1[C:7]([NH2:8])=[C:6]([CH3:9])[CH:5]=[C:4]([N:10]2[CH2:15][CH2:14][O:13][CH2:12][CH2:11]2)[N:3]=1.[CH:16]1([CH2:21][C:22](Cl)=[O:23])[CH2:20][CH2:19][CH2:18][CH2:17]1. (4) The reactants are: FC1C=C(CCC2C=CC=CC=2)C(OC)=C2C=1NC=C2CCO.[CH2:24]([NH:31][CH2:32][CH2:33][C:34]1[C:42]2[C:37](=[CH:38][C:39]([F:51])=[CH:40][C:41]=2[O:43]CC2C=CC=CC=2)[N:36]([CH2:52][CH3:53])[CH:35]=1)[C:25]1[CH:30]=[CH:29][CH:28]=[CH:27][CH:26]=1. Given the product [CH2:24]([NH:31][CH2:32][CH2:33][C:34]1[C:42]2[C:41]([OH:43])=[CH:40][C:39]([F:51])=[CH:38][C:37]=2[N:36]([CH2:52][CH3:53])[CH:35]=1)[C:25]1[CH:26]=[CH:27][CH:28]=[CH:29][CH:30]=1, predict the reactants needed to synthesize it. (5) Given the product [ClH:1].[CH3:2][O:3][C:4]1[CH:5]=[C:6]([C:14]#[C:15]/[CH:16]=[CH:17]/[C:18]([N:20]2[CH2:25][CH2:24][CH:23]([CH2:26][CH:27]([N:53]([CH3:55])[CH3:54])[CH2:28][CH:29]3[CH2:34][CH2:33][N:32]([C:35](=[O:52])/[CH:36]=[CH:37]/[C:38]#[C:39][C:40]4[CH:41]=[C:42]([O:50][CH3:51])[C:43]([O:48][CH3:49])=[C:44]([O:46][CH3:47])[CH:45]=4)[CH2:31][CH2:30]3)[CH2:22][CH2:21]2)=[O:19])[CH:7]=[C:8]([O:12][CH3:13])[C:9]=1[O:10][CH3:11], predict the reactants needed to synthesize it. The reactants are: [ClH:1].[CH3:2][O:3][C:4]1[CH:5]=[C:6]([C:14]#[C:15]/[CH:16]=[CH:17]/[C:18]([N:20]2[CH2:25][CH2:24][CH:23]([CH2:26][CH:27]([N:53]([CH3:55])[CH3:54])[CH2:28][CH:29]3[CH2:34][CH2:33][N:32]([C:35](=[O:52])/[CH:36]=[CH:37]/[C:38]#[C:39][C:40]4[CH:45]=[C:44]([O:46][CH3:47])[C:43]([O:48][CH3:49])=[C:42]([O:50][CH3:51])[CH:41]=4)[CH2:31][CH2:30]3)[CH2:22][CH2:21]2)=[O:19])[CH:7]=[C:8]([O:12][CH3:13])[C:9]=1[O:10][CH3:11].